Predict the product of the given reaction. From a dataset of Forward reaction prediction with 1.9M reactions from USPTO patents (1976-2016). (1) Given the reactants [Cl:1][C:2]1[N:7]=[CH:6][C:5]([CH2:8][NH:9][CH2:10][CH2:11][CH2:12][C:13]#[N:14])=[CH:4][CH:3]=1.C[Al](C)C.CCCCCC.C(Cl)(Cl)Cl.CO, predict the reaction product. The product is: [Cl:1][C:2]1[N:7]=[CH:6][C:5]([CH2:8][N:9]2[CH2:10][CH2:11][CH2:12][C:13]2=[NH:14])=[CH:4][CH:3]=1. (2) Given the reactants [Br:1][C:2]1[CH:3]=[N:4][C:5](I)=[N:6][CH:7]=1.C([Li])CCC.[O:14]1[CH2:18][CH2:17][C:16](=[O:19])[CH2:15]1, predict the reaction product. The product is: [Br:1][C:2]1[CH:3]=[N:4][C:5]([C:16]2([OH:19])[CH2:17][CH2:18][O:14][CH2:15]2)=[N:6][CH:7]=1. (3) The product is: [N+:26]([C:25]1[C:20]([NH:19][CH2:18][C@H:15]2[CH2:16][CH2:17][C@H:12]([NH:11][CH2:10][C:6]3[CH:5]=[C:4]([CH:9]=[CH:8][CH:7]=3)[C:3]([OH:42])=[O:2])[CH2:13][CH2:14]2)=[N:21][C:22]([NH:29][CH2:30][C:31]2[CH:36]=[CH:35][CH:34]=[CH:33][C:32]=2[O:37][C:38]([F:41])([F:40])[F:39])=[N:23][CH:24]=1)([O-:28])=[O:27]. Given the reactants C[O:2][C:3](=[O:42])[C:4]1[CH:9]=[CH:8][CH:7]=[C:6]([CH2:10][NH:11][CH:12]2[CH2:17][CH2:16][CH:15]([CH2:18][NH:19][C:20]3[C:25]([N+:26]([O-:28])=[O:27])=[CH:24][N:23]=[C:22]([NH:29][CH2:30][C:31]4[CH:36]=[CH:35][CH:34]=[CH:33][C:32]=4[O:37][C:38]([F:41])([F:40])[F:39])[N:21]=3)[CH2:14][CH2:13]2)[CH:5]=1.[Li+].[OH-], predict the reaction product.